From a dataset of Reaction yield outcomes from USPTO patents with 853,638 reactions. Predict the reaction yield, written as a fraction of the theoretical maximum amount of product (1.0 means a 100% yield; for example, 0.34 means a 34% yield). (1) The reactants are [F:1][C:2]1[CH:7]=[CH:6][C:5]([NH:8][C:9]([C:11]2[O:15][C:14]([CH3:16])=[N:13][C:12]=2[CH3:17])=[O:10])=[CH:4][C:3]=1[C:18]1[N:19]=[C:20]2[N:25]=[CH:24][C:23]([CH:26]=[CH2:27])=[CH:22][N:21]2[CH:28]=1.[NH:29]1[CH2:34][CH2:33][O:32][CH2:31][CH2:30]1.[OH-].C1([N+](C)(C)C)C=CC=CC=1. The catalyst is O1CCOCC1.O. The product is [F:1][C:2]1[CH:7]=[CH:6][C:5]([NH:8][C:9]([C:11]2[O:15][C:14]([CH3:16])=[N:13][C:12]=2[CH3:17])=[O:10])=[CH:4][C:3]=1[C:18]1[N:19]=[C:20]2[N:25]=[CH:24][C:23]([CH:26]([N:29]3[CH2:34][CH2:33][O:32][CH2:31][CH2:30]3)[CH3:27])=[CH:22][N:21]2[CH:28]=1. The yield is 0.0950. (2) The reactants are Br[CH2:2][C:3]1[CH:8]=[C:7]([O:9][CH3:10])[CH:6]=[CH:5][C:4]=1[Cl:11].[CH3:12][C:13]1[N:18]=[C:17]([SH:19])[N:16]=[C:15]([OH:20])[CH:14]=1.C(N(CC)CC)C. The catalyst is C(O)C. The product is [Cl:11][C:4]1[CH:5]=[CH:6][C:7]([O:9][CH3:10])=[CH:8][C:3]=1[CH2:2][S:19][C:17]1[N:16]=[C:15]([OH:20])[CH:14]=[C:13]([CH3:12])[N:18]=1. The yield is 0.850.